Task: Predict the reaction yield, written as a fraction of the theoretical maximum amount of product (1.0 means a 100% yield; for example, 0.34 means a 34% yield).. Dataset: Reaction yield outcomes from USPTO patents with 853,638 reactions The reactants are [CH3:1][C:2]1[C:7]([CH3:8])=[CH:6][CH:5]=[C:4]([CH3:9])[C:3]=1[OH:10].[S-:11][C:12]#[N:13].[NH4+]. The catalyst is CO. The product is [CH3:8][C:7]1[C:2]([CH3:1])=[C:3]([OH:10])[C:4]([CH3:9])=[CH:5][C:6]=1[S:11][C:12]#[N:13]. The yield is 0.970.